Dataset: Reaction yield outcomes from USPTO patents with 853,638 reactions. Task: Predict the reaction yield, written as a fraction of the theoretical maximum amount of product (1.0 means a 100% yield; for example, 0.34 means a 34% yield). (1) The reactants are [F:1][C:2]([F:31])([F:30])[C:3]1[CH:4]=[C:5]([N:9]2[CH2:14][CH2:13][N:12]([C:15]([C@H:17]3[CH2:21][CH2:20][C@@H:19]([NH:22]C(=O)OC(C)(C)C)[CH2:18]3)=[O:16])[CH2:11][CH2:10]2)[CH:6]=[CH:7][CH:8]=1.[F:32][C:33]([F:38])([F:37])[C:34]([OH:36])=[O:35]. The catalyst is C(Cl)Cl. The product is [F:32][C:33]([F:38])([F:37])[C:34]([OH:36])=[O:35].[F:32][C:33]([F:38])([F:37])[C:34]([OH:36])=[O:35].[F:31][C:2]([F:1])([F:30])[C:3]1[CH:4]=[C:5]([N:9]2[CH2:14][CH2:13][N:12]([C:15]([C@H:17]3[CH2:21][CH2:20][C@@H:19]([NH2:22])[CH2:18]3)=[O:16])[CH2:11][CH2:10]2)[CH:6]=[CH:7][CH:8]=1. The yield is 0.930. (2) The reactants are [OH:1][C:2]1[N:6]([CH3:7])[N:5]=[C:4]([C:8]([F:11])([F:10])[F:9])[CH:3]=1.[C:12](=[O:15])([O-])[O-].[K+].[K+].C=O.Br[CH2:21][CH3:22]. The catalyst is CN(C=O)C.O.C(OCC)(=O)C. The product is [CH2:21]([O:1][C:2]1[N:6]([CH3:7])[N:5]=[C:4]([C:8]([F:11])([F:10])[F:9])[C:3]=1[CH2:12][OH:15])[CH3:22]. The yield is 0.830. (3) The reactants are C[O:2][C:3]1[CH:4]=[C:5]([CH2:11][C:12]([NH:14][C:15]2[CH:20]=[C:19]([N:21]3[CH:25]=[CH:24][CH:23]=[N:22]3)[N:18]=[C:17]([C:26]3[O:27][CH:28]=[CH:29][CH:30]=3)[N:16]=2)=[O:13])[CH:6]=[CH:7][C:8]=1[O:9]C.B(Br)(Br)Br. The catalyst is C(Cl)Cl. The product is [OH:2][C:3]1[CH:4]=[C:5]([CH2:11][C:12]([NH:14][C:15]2[CH:20]=[C:19]([N:21]3[CH:25]=[CH:24][CH:23]=[N:22]3)[N:18]=[C:17]([C:26]3[O:27][CH:28]=[CH:29][CH:30]=3)[N:16]=2)=[O:13])[CH:6]=[CH:7][C:8]=1[OH:9]. The yield is 0.420. (4) The reactants are [C:1]([O:5][C:6]([NH:8][C@@:9]1([CH3:32])[CH2:13][CH2:12][C@@H:11]([NH:14][C:15]2[C:16]3[N:17]([CH:24]=[C:25]([C:27](O)=[O:28])[CH:26]=3)[N:18]=[CH:19][C:20]=2[C:21](=[O:23])[NH2:22])[C:10]1([CH3:31])[CH3:30])=[O:7])([CH3:4])([CH3:3])[CH3:2].C1C=CC2N(O)N=NC=2C=1.CCN(C(C)C)C(C)C.CCN=C=NCCCN(C)C.[NH:63]([C:65]([S:67][CH3:68])=[S:66])[NH2:64]. The catalyst is CN(C=O)C.O. The product is [C:1]([O:5][C:6]([NH:8][C@@:9]1([CH3:32])[CH2:13][CH2:12][C@@H:11]([NH:14][C:15]2[C:16]3[N:17]([CH:24]=[C:25]([C:27]([NH:64][NH:63][C:65]([S:67][CH3:68])=[S:66])=[O:28])[CH:26]=3)[N:18]=[CH:19][C:20]=2[C:21](=[O:23])[NH2:22])[C:10]1([CH3:30])[CH3:31])=[O:7])([CH3:2])([CH3:4])[CH3:3]. The yield is 0.760. (5) The reactants are [F:1][C:2]([F:26])([F:25])[C:3]1[CH:4]=[C:5]([C:9]2[NH:13][C:12](=[O:14])[C:11]3([CH2:19][CH2:18][N:17]([S:20]([CH:23]=[CH2:24])(=[O:22])=[O:21])[CH2:16][CH2:15]3)[N:10]=2)[CH:6]=[CH:7][CH:8]=1.Br[C:28]1[C:33]([CH3:34])=[CH:32][C:31]([N:35]2[C:39]([CH3:41])([CH3:40])[C:38](=[O:42])[NH:37][C:36]2=[O:43])=[CH:30][C:29]=1[CH3:44].F[B-](F)(F)F.[H+].C(P(C(C)(C)C)C(C)(C)C)(C)(C)C.CN(C1CCCCC1)C1CCCCC1. The catalyst is CN1CCCC1=O.[Pd]. The product is [CH3:34][C:33]1[CH:32]=[C:31]([N:35]2[C:39]([CH3:40])([CH3:41])[C:38](=[O:42])[NH:37][C:36]2=[O:43])[CH:30]=[C:29]([CH3:44])[C:28]=1/[CH:24]=[CH:23]/[S:20]([N:17]1[CH2:16][CH2:15][C:11]2([N:10]=[C:9]([C:5]3[CH:6]=[CH:7][CH:8]=[C:3]([C:2]([F:1])([F:25])[F:26])[CH:4]=3)[NH:13][C:12]2=[O:14])[CH2:19][CH2:18]1)(=[O:22])=[O:21]. The yield is 0.820.